This data is from Forward reaction prediction with 1.9M reactions from USPTO patents (1976-2016). The task is: Predict the product of the given reaction. Given the reactants O[CH2:2][C:3]1[CH:4]=[CH:5][C:6]2[O:11][CH2:10][C:9](=[O:12])[N:8]([CH2:13][CH2:14][CH2:15][O:16][CH3:17])[C:7]=2[CH:18]=1.[Br:19][Si](C)(C)C, predict the reaction product. The product is: [Br:19][CH2:2][C:3]1[CH:4]=[CH:5][C:6]2[O:11][CH2:10][C:9](=[O:12])[N:8]([CH2:13][CH2:14][CH2:15][O:16][CH3:17])[C:7]=2[CH:18]=1.